From a dataset of Forward reaction prediction with 1.9M reactions from USPTO patents (1976-2016). Predict the product of the given reaction. Given the reactants [Cl:1][C:2]1[CH:3]=[C:4]([N:11]([C:13]2[C:22]3[C:17](=[CH:18][CH:19]=[CH:20][CH:21]=3)[N:16]=[C:15]([CH2:23]Cl)[N:14]=2)[CH3:12])[CH:5]=[CH:6][C:7]=1[O:8][CH2:9][CH3:10].[C:25]1(=[O:35])[NH:29][C:28](=[O:30])[C:27]2=[CH:31][CH:32]=[CH:33][CH:34]=[C:26]12.[K].CCOC(C)=O, predict the reaction product. The product is: [Cl:1][C:2]1[CH:3]=[C:4]([N:11]([CH3:12])[C:13]2[C:22]3[C:17](=[CH:18][CH:19]=[CH:20][CH:21]=3)[N:16]=[C:15]([CH2:23][N:29]3[C:25](=[O:35])[C:26]4[C:27](=[CH:31][CH:32]=[CH:33][CH:34]=4)[C:28]3=[O:30])[N:14]=2)[CH:5]=[CH:6][C:7]=1[O:8][CH2:9][CH3:10].